Dataset: Experimentally validated miRNA-target interactions with 360,000+ pairs, plus equal number of negative samples. Task: Binary Classification. Given a miRNA mature sequence and a target amino acid sequence, predict their likelihood of interaction. (1) The miRNA is hsa-miR-4796-5p with sequence UGUCUAUACUCUGUCACUUUAC. The protein sequence of the target gene is MARMSFVIAACQLVLGLLMTSLTESSIQNSECPQLCVCEIRPWFTPQSTYREATTVDCNDLRLTRIPSNLSSDTQVLLLQSNNIAKTVDELQQLFNLTELDFSQNNFTNIKEVGLANLTQLTTLHLEENQITEMTDYCLQDLSNLQELYINHNQISTISAHAFAGLKNLLRLHLNSNKLKVIDSRWFDSTPNLEILMIGENPVIGILDMNFKPLANLRSLVLAGMYLTDIPGNALVGLDSLESLSFYDNKLVKVPQLALQKVPNLKFLDLNKNPIHKIQEGDFKNMLRLKELGINNMGEL.... Result: 0 (no interaction). (2) The miRNA is hsa-miR-2116-5p with sequence GGUUCUUAGCAUAGGAGGUCU. The protein sequence of the target gene is MGLTVSALFSRIFGKKQMRILMVGLDAAGKTTILYKLKLGEIVTTIPTIGFNVETVEYKNICFTVWDVGGQDKIRPLWRHYFQNTQGLIFVVDSNDRERVQESADELQKMLQEDELRDAVLLVFANKQDMPNAMPVSELTDKLGLQHLRSRTWYVQATCATQGTGLYDGLDWLSHELSKR. Result: 0 (no interaction). (3) The miRNA is mmu-miR-297a-5p with sequence AUGUAUGUGUGCAUGUGCAUGU. The protein sequence of the target gene is MGLETEKADVQLFMADDAYSHHSGVDYADPEKYVDSSHDRDPHQLNSHLKLGFEDLIAEPETTHSFDKVWICSHALFEISKYVMYKFLTVFLAIPLAFIAGILFATLSCLHIWILMPFVKTCLMVLPSVQTIWKSVTDVVIGPLCTSVGRSFSSVSMQLSHD. Result: 1 (interaction). (4) The miRNA is hsa-miR-3190-5p with sequence UCUGGCCAGCUACGUCCCCA. The protein sequence of the target gene is MSQEATEAPAMPGEGHGHNKAKARWLLGTDRKRSRINRTRQDLWEDTSWSNHRLSRATSAPRGTRARGTAHGRSEASPENAARERTRVKTLRQAFLALQAALPAVPPDTKLSKLDVLVLATSYIAHLTRTLGHELPGPAWPPFVRGLRYLHPLKKWPMRSRLYAGGLGCSDLDSTTAITTGQRCKDAELGSQDSVAAESLLTSPAFGNK. Result: 0 (no interaction). (5) The miRNA is mmu-miR-7078-3p with sequence UACUUUUUUUAUCAUCCACAG. The protein sequence of the target gene is MSSPPEGKLETKAGHPPAVKAGGMRIVQKHPHTGDTKEEKDKDDQEWESPSPPKPTVFISGVIARGDKDFPPAAAQVAHQKPHASMDKHPSPRTQHIQQPRK. Result: 0 (no interaction). (6) The miRNA is hsa-miR-548t-5p with sequence CAAAAGUGAUCGUGGUUUUUG. The protein sequence of the target gene is MECLRSLPCLLPRAMRLPRRTLCALALDVTSVGPPVAACGRRANLIGRSRAAQLCGPDRLRVAGEVHRFRTSDVSQATLASVAPVFTVTKFDKQGNVTSFERKKTELYQELGLQARDLRFQHVMSITVRNNRIIMRMEYLKAVITPECLLILDYRNLNLEQWLFRELPSQLSGEGQLVTYPLPFEFRAIEALLQYWINTLQGKLSILQPLILETLDALVDPKHSSVDRSKLHILLQNGKSLSELETDIKIFKESILEILDEEELLEELCVSKWSDPQVFEKSSAGIDHAEEMELLLENYY.... Result: 0 (no interaction). (7) The miRNA is mmu-miR-509-3p with sequence UGAUUGACAUUUCUGUAAUGG. The protein sequence of the target gene is MELRSELPSVPGAATAAATATGPPVASVASVAAAAAAAASLPVSVAGGLLRAPPLLLRAAEKYPRTPKCARCRNHGVVSALKGHKRYCRWKDCLCAKCTLIAERQRVMAAQVALRRQQAQEENEARELQLLYGTAEGLALAAANGIIPPRPAYEVFGSVCATDGGGPGAGAPAGSAGGAGGAEAKLQKFDLFPKTLLQAGRPDSPQPPPGKPLSPDGADSGPRTSSPEVRPGSGSENGDGESFSGSPLARASKEAGGSCPGSAGAGGGGEEDSPGSSSPLGSESGSEADKEEAEAAPTPG.... Result: 0 (no interaction).